From a dataset of Catalyst prediction with 721,799 reactions and 888 catalyst types from USPTO. Predict which catalyst facilitates the given reaction. (1) Reactant: [CH2:1]1[S:3][CH:2]1[CH2:4][Cl:5].O.[N:7]1[CH:12]=[CH:11][CH:10]=[CH:9][CH:8]=1. Product: [N:7]1[CH:12]=[CH:11][CH:10]=[CH2+:9][CH:8]=1.[Cl-:5].[S:3]1[CH2:2][CH2:4][CH2:1]1. The catalyst class is: 11. (2) Reactant: [CH:1]1([C:4]2[CH:5]=[N:6][C:7]([NH:14][C:15]3[CH:16]=[C:17]4[C:21](=[CH:22][CH:23]=3)[N:20]([CH2:24][CH3:25])[CH:19]=[C:18]4[C:26]3[CH:31]=[CH:30][CH:29]=[CH:28][CH:27]=3)=[C:8]([CH:13]=2)[C:9]([O:11]C)=[O:10])[CH2:3][CH2:2]1.[OH-].[Na+].O1CCCC1CO. Product: [CH:1]1([C:4]2[CH:5]=[N:6][C:7]([NH:14][C:15]3[CH:16]=[C:17]4[C:21](=[CH:22][CH:23]=3)[N:20]([CH2:24][CH3:25])[CH:19]=[C:18]4[C:26]3[CH:27]=[CH:28][CH:29]=[CH:30][CH:31]=3)=[C:8]([CH:13]=2)[C:9]([OH:11])=[O:10])[CH2:3][CH2:2]1. The catalyst class is: 33. (3) Reactant: [CH2:1]([N:5]([CH2:26][CH2:27][CH2:28][CH3:29])[C:6]([C:8]1[CH:9]=[C:10]2[NH:16][C:15]([NH:17][C:18]3[CH:23]=[CH:22][C:21]([O:24][CH3:25])=[CH:20][CH:19]=3)=[N:14][C:11]2=[N:12][CH:13]=1)=[O:7])[CH2:2][CH2:3][CH3:4].C[Si]([N-][Si](C)(C)C)(C)C.[Li+].Cl.Cl[CH2:42][CH2:43][CH2:44][N:45]1[CH2:50][CH2:49][CH2:48][CH2:47][CH2:46]1.FC(F)(F)C(O)=O. Product: [CH2:1]([N:5]([CH2:26][CH2:27][CH2:28][CH3:29])[C:6]([C:8]1[CH:9]=[C:10]2[N:16]([CH2:42][CH2:43][CH2:44][N:45]3[CH2:50][CH2:49][CH2:48][CH2:47][CH2:46]3)[C:15]([NH:17][C:18]3[CH:19]=[CH:20][C:21]([O:24][CH3:25])=[CH:22][CH:23]=3)=[N:14][C:11]2=[N:12][CH:13]=1)=[O:7])[CH2:2][CH2:3][CH3:4]. The catalyst class is: 3. (4) Reactant: C[O:2][C:3](=[O:27])[CH2:4][N:5]1[C:13]2[C:8](=[CH:9][C:10]([F:14])=[CH:11][CH:12]=2)[C:7]([CH2:15][C:16]2[CH:21]=[CH:20][CH:19]=[CH:18][C:17]=2[S:22](Cl)(=[O:24])=[O:23])=[C:6]1[CH3:26].[OH-].[Na+].Cl. Product: [F:14][C:10]1[CH:9]=[C:8]2[C:13](=[CH:12][CH:11]=1)[N:5]([CH2:4][C:3]([OH:2])=[O:27])[C:6]([CH3:26])=[C:7]2[CH2:15][C:16]1[CH:21]=[CH:20][CH:19]=[CH:18][C:17]=1[S:22](=[O:24])(=[O:23])[NH:5][C:13]1[CH:8]=[CH:9][CH:10]=[CH:11][CH:12]=1. The catalyst class is: 7. (5) Reactant: [NH2:1][C:2]1[CH:7]=[CH:6][CH:5]=[CH:4][C:3]=1[N:8]1[C:32](=[O:33])[C:11]2=[CH:12][N:13]([CH2:20][C:21]3[CH:26]=[CH:25][C:24]([N:27]4[CH:31]=[CH:30][CH:29]=[N:28]4)=[CH:23][CH:22]=3)[C:14]3[CH:15]=[CH:16][CH:17]=[CH:18][C:19]=3[C:10]2=[N:9]1.C(N(C(C)C)CC)(C)C.[CH3:43][CH:44]([CH3:49])[CH2:45][C:46](Cl)=[O:47]. Product: [CH3:43][CH:44]([CH3:49])[CH2:45][C:46]([NH:1][C:2]1[CH:7]=[CH:6][CH:5]=[CH:4][C:3]=1[N:8]1[C:32](=[O:33])[C:11]2=[CH:12][N:13]([CH2:20][C:21]3[CH:26]=[CH:25][C:24]([N:27]4[CH:31]=[CH:30][CH:29]=[N:28]4)=[CH:23][CH:22]=3)[C:14]3[CH:15]=[CH:16][CH:17]=[CH:18][C:19]=3[C:10]2=[N:9]1)=[O:47]. The catalyst class is: 4. (6) Reactant: [C:1]([O:7][C:8]1[CH:21]=[C:20]([CH:22]=[O:23])[C:11]2[C:12]([CH2:15][C:16]([O:18][CH3:19])=[O:17])=[CH:13][S:14][C:10]=2[CH:9]=1)(=[O:6])[C:2]([CH3:5])([CH3:4])[CH3:3].CC(C)=[O:26].[O-][Mn](=O)(=O)=O.[K+]. The catalyst class is: 6. Product: [CH3:3][C:2]([CH3:4])([CH3:5])[C:1]([O:7][C:8]1[CH:9]=[C:10]2[S:14][CH:13]=[C:12]([CH2:15][C:16]([O:18][CH3:19])=[O:17])[C:11]2=[C:20]([C:22]([OH:26])=[O:23])[CH:21]=1)=[O:6]. (7) Reactant: [Cl:1][C:2]1[CH:7]=[CH:6][C:5]([N:8]=[C:9]=[O:10])=[CH:4][C:3]=1[C:11]([F:14])([F:13])[F:12].[NH2:15][C:16]1[CH:33]=[CH:32][C:19]([O:20][C:21]2[CH:26]=[CH:25][N:24]=[C:23]([NH:27][CH2:28][CH2:29][CH2:30][OH:31])[N:22]=2)=[C:18]([Cl:34])[CH:17]=1. Product: [Cl:1][C:2]1[CH:7]=[CH:6][C:5]([NH:8][C:9]([NH:15][C:16]2[CH:33]=[CH:32][C:19]([O:20][C:21]3[CH:26]=[CH:25][N:24]=[C:23]([NH:27][CH2:28][CH2:29][CH2:30][OH:31])[N:22]=3)=[C:18]([Cl:34])[CH:17]=2)=[O:10])=[CH:4][C:3]=1[C:11]([F:12])([F:13])[F:14]. The catalyst class is: 1. (8) Product: [CH2:1]([O:8][N:9]([CH2:35][C:36]1[C:37]([O:46][CH3:47])=[CH:38][C:39]([O:44][CH3:45])=[CH:40][C:41]=1[O:42][CH3:43])[C:10](=[O:34])[CH2:11][CH2:12][C:13]([C:2]1[CH:7]=[CH:6][C:52]([C:53]([OH:48])=[O:54])=[CH:4][CH:3]=1)([C:14]([OH:15])=[O:22])[C:18]([O:17][CH3:16])=[O:19])[C:2]1[CH:3]=[CH:4][CH:5]=[CH:6][CH:7]=1. The catalyst class is: 6. Reactant: [CH2:1]([O:8][N:9]([CH2:35][C:36]1[C:41]([O:42][CH3:43])=[CH:40][C:39]([O:44][CH3:45])=[CH:38][C:37]=1[O:46][CH3:47])[C:10](=[O:34])[CH2:11][CH2:12][C:13]1(CC2C=CC(C(OC)=O)=CC=2)[C:18](=[O:19])[O:17][C:16](C)(C)[O:15][C:14]1=[O:22])[C:2]1[CH:7]=[CH:6][CH:5]=[CH:4][CH:3]=1.[O:48]1[CH2:53][CH2:52]OCC1.[OH-:54].[Na+].